Dataset: Full USPTO retrosynthesis dataset with 1.9M reactions from patents (1976-2016). Task: Predict the reactants needed to synthesize the given product. (1) Given the product [CH2:1]([C:3]1[CH:11]=[CH:10][C:6]([CH2:7][NH2:9])=[CH:5][CH:4]=1)[CH3:2], predict the reactants needed to synthesize it. The reactants are: [CH2:1]([C:3]1[CH:11]=[CH:10][C:6]([C:7]([NH2:9])=O)=[CH:5][CH:4]=1)[CH3:2].[H-].[H-].[H-].[H-].[Li+].[Al+3].[OH-].[Na+]. (2) Given the product [F:17][C:2]([F:1])([S:13]([O-:16])(=[O:15])=[O:14])[C:3]([F:11])([F:12])[C:4]([F:10])([F:9])[C:5]([F:8])([F:7])[F:6].[O:20]=[C:21]([C:28]([CH3:31])([CH3:30])[CH3:29])[CH2:22][S+:23]1[CH2:27][CH2:26][CH2:25][CH2:24]1, predict the reactants needed to synthesize it. The reactants are: [F:1][C:2]([F:17])([S:13]([O-:16])(=[O:15])=[O:14])[C:3]([F:12])([F:11])[C:4]([F:10])([F:9])[C:5]([F:8])([F:7])[F:6].[K+].[Br-].[O:20]=[C:21]([C:28]([CH3:31])([CH3:30])[CH3:29])[CH2:22][S+:23]1[CH2:27][CH2:26][CH2:25][CH2:24]1.C(OCC)(=O)C. (3) Given the product [Cl:1][C:2]1[CH:7]=[CH:6][N:5]=[C:4]2[CH:8]=[C:9]([C:11]([N:18]3[CH2:19][CH2:20][C@@H:16]([OH:15])[CH2:17]3)=[O:13])[S:10][C:3]=12, predict the reactants needed to synthesize it. The reactants are: [Cl:1][C:2]1[CH:7]=[CH:6][N:5]=[C:4]2[CH:8]=[C:9]([C:11]([O-:13])=O)[S:10][C:3]=12.[Li+].[OH:15][C@@H:16]1[CH2:20][CH2:19][NH:18][CH2:17]1. (4) Given the product [Br:1][C:2]1[CH:3]=[C:4]([CH:19]=[CH:20][C:21]=1[N:23]1[CH2:27][C@H:26]([OH:28])[C@@H:25]([OH:29])[CH2:24]1)[C:5]([NH:7][C:8]1[CH:13]=[CH:12][C:11]([O:14][C:15]([F:18])([F:17])[F:16])=[CH:10][CH:9]=1)=[O:6], predict the reactants needed to synthesize it. The reactants are: [Br:1][C:2]1[CH:3]=[C:4]([CH:19]=[CH:20][C:21]=1F)[C:5]([NH:7][C:8]1[CH:13]=[CH:12][C:11]([O:14][C:15]([F:18])([F:17])[F:16])=[CH:10][CH:9]=1)=[O:6].[NH:23]1[CH2:27][C@H:26]([OH:28])[C@@H:25]([OH:29])[CH2:24]1.Cl. (5) Given the product [C:10]([C:8]1[NH:7][C:6]2[C:2]([Cl:1])=[CH:3][S:4][C:5]=2[CH:9]=1)([OH:12])=[O:11], predict the reactants needed to synthesize it. The reactants are: [Cl:1][C:2]1[C:6]2[NH:7][C:8]([C:10]([O:12]C)=[O:11])=[CH:9][C:5]=2[S:4][CH:3]=1.[OH-].[Li+].